Dataset: Forward reaction prediction with 1.9M reactions from USPTO patents (1976-2016). Task: Predict the product of the given reaction. (1) Given the reactants [Br:1][C:2]1[CH:3]=[C:4]([Cl:9])[C:5](Cl)=[N:6][CH:7]=1.[H-].[Na+].[Cl:12][C:13]1[CH:19]=[CH:18][C:16]([NH2:17])=[CH:15][CH:14]=1, predict the reaction product. The product is: [Br:1][C:2]1[CH:3]=[C:4]([Cl:9])[C:5]([NH:17][C:16]2[CH:18]=[CH:19][C:13]([Cl:12])=[CH:14][CH:15]=2)=[N:6][CH:7]=1. (2) Given the reactants Br[C:2]1[CH:3]=[N:4][CH:5]=[C:6]([CH:13]=1)[C:7]([N:9]([O:11][CH3:12])[CH3:10])=[O:8].[C:14](=[NH:27])([C:21]1[CH:26]=[CH:25][CH:24]=[CH:23][CH:22]=1)[C:15]1[CH:20]=[CH:19][CH:18]=[CH:17][CH:16]=1, predict the reaction product. The product is: [C:15]1([C:14](=[N:27][C:2]2[CH:3]=[N:4][CH:5]=[C:6]([CH:13]=2)[C:7]([N:9]([O:11][CH3:12])[CH3:10])=[O:8])[C:21]2[CH:22]=[CH:23][CH:24]=[CH:25][CH:26]=2)[CH:20]=[CH:19][CH:18]=[CH:17][CH:16]=1. (3) The product is: [F:11][C:10]([F:13])([F:12])[C:8]1[CH:1]=[C:2]([C:4]([F:7])([F:6])[F:5])[N:24]([C:20]2[CH:21]=[CH:22][CH:23]=[C:18]([N+:15]([O-:17])=[O:16])[CH:19]=2)[N:25]=1. Given the reactants [CH2:1]([C:8]([C:10]([F:13])([F:12])[F:11])=O)[C:2]([C:4]([F:7])([F:6])[F:5])=O.Cl.[N+:15]([C:18]1[CH:19]=[C:20]([NH:24][NH2:25])[CH:21]=[CH:22][CH:23]=1)([O-:17])=[O:16], predict the reaction product. (4) Given the reactants [NH2:1][C:2]1[S:3][C:4]2[C:9]([N:10]=1)=[CH:8][CH:7]=[C:6]([C:11]1[CH:12]=[C:13]([CH:17]=[CH:18][CH:19]=1)[C:14]([OH:16])=O)[N:5]=2.C(N(CC)C(C)C)(C)C.C[NH3+].F[P-](F)(F)(F)(F)F.N1(OC(N(C)C)=[N+](C)C)C2N=CC=CC=2N=N1.F[P-](F)(F)(F)(F)F.[F:62][C:63]([F:72])([F:71])[C:64]1[CH:65]=[C:66]([CH:68]=[CH:69][CH:70]=1)[NH2:67].[NH4+].[Cl-], predict the reaction product. The product is: [NH2:1][C:2]1[S:3][C:4]2[C:9]([N:10]=1)=[CH:8][CH:7]=[C:6]([C:11]1[CH:12]=[C:13]([CH:17]=[CH:18][CH:19]=1)[C:14]([NH:67][C:66]1[CH:68]=[CH:69][CH:70]=[C:64]([C:63]([F:62])([F:71])[F:72])[CH:65]=1)=[O:16])[N:5]=2. (5) Given the reactants [CH3:1][O:2][C:3]1[CH:4]=[C:5]2[C:10](=[CH:11][CH:12]=1)[CH:9]=[C:8]([S:13]([N:16]1[CH2:21][CH2:20][CH2:19][CH2:18][CH:17]1[CH2:22][O:23][CH2:24][C:25]([OH:27])=O)(=[O:15])=[O:14])[CH:7]=[CH:6]2.C(N(C(C)C)CC)(C)C.ON1C2C=CC=CC=2N=N1.Cl.C(N=C=NCCCN(C)C)C.[CH3:59][N:60]1[CH2:65][CH2:64][CH:63]([N:66]2[CH2:71][CH2:70][NH:69][CH2:68][CH2:67]2)[CH2:62][CH2:61]1, predict the reaction product. The product is: [CH3:1][O:2][C:3]1[CH:4]=[C:5]2[C:10](=[CH:11][CH:12]=1)[CH:9]=[C:8]([S:13]([N:16]1[CH2:21][CH2:20][CH2:19][CH2:18][CH:17]1[CH2:22][O:23][CH2:24][C:25]([N:69]1[CH2:68][CH2:67][N:66]([CH:63]3[CH2:64][CH2:65][N:60]([CH3:59])[CH2:61][CH2:62]3)[CH2:71][CH2:70]1)=[O:27])(=[O:14])=[O:15])[CH:7]=[CH:6]2. (6) The product is: [CH2:31]([O:38][C:39]([NH:41][C@H:42]1[CH2:46][CH2:47][N:48]([C:49]2[N:57]3[C:53](=[N:54][C:55]4[CH:61]=[CH:60][CH:59]=[CH:58][C:56]=43)[C:52]([C:62]#[N:63])=[C:51]([CH3:64])[C:50]=2[CH2:65][CH3:66])[C:43]1=[O:44])=[O:40])[C:32]1[CH:37]=[CH:36][CH:35]=[CH:34][CH:33]=1. Given the reactants C(N(CC)CC)C.ClCCl.N1(O[P+](N(C)C)(N(C)C)N(C)C)C2C=CC=CC=2N=N1.[CH2:31]([O:38][C:39]([NH:41][C@@H:42]([CH2:46][CH2:47][NH:48][C:49]1[N:57]2[C:53](=[N:54][C:55]3[CH:61]=[CH:60][CH:59]=[CH:58][C:56]=32)[C:52]([C:62]#[N:63])=[C:51]([CH3:64])[C:50]=1[CH2:65][CH3:66])[C:43](O)=[O:44])=[O:40])[C:32]1[CH:37]=[CH:36][CH:35]=[CH:34][CH:33]=1, predict the reaction product. (7) Given the reactants [C:1]([C:5]1[C:9]2[N:10]=[C:11]([C:16]3[CH:21]=[CH:20][CH:19]=[CH:18][CH:17]=3)[CH2:12][NH:13][C:14](=O)[C:8]=2[N:7]([CH2:22][CH3:23])[N:6]=1)([CH3:4])([CH3:3])[CH3:2].COC1C=CC(P2(SP(C3C=CC(OC)=CC=3)(=S)S2)=[S:33])=CC=1, predict the reaction product. The product is: [C:1]([C:5]1[C:9]2[N:10]=[C:11]([C:16]3[CH:21]=[CH:20][CH:19]=[CH:18][CH:17]=3)[CH2:12][NH:13][C:14](=[S:33])[C:8]=2[N:7]([CH2:22][CH3:23])[N:6]=1)([CH3:4])([CH3:3])[CH3:2]. (8) Given the reactants [C:1]([O:5][C:6](=[O:27])[NH:7][CH:8]([CH2:19][C:20]1[CH:25]=[CH:24][CH:23]=[CH:22][C:21]=1[F:26])[CH2:9][C:10]([N:12]1[CH2:16][CH2:15][CH2:14][CH:13]1[CH2:17][NH2:18])=[O:11])([CH3:4])([CH3:3])[CH3:2].C(N(CC)CC)C.[CH3:35][O:36][C:37]1[CH:38]=[C:39]([S:45](Cl)(=[O:47])=[O:46])[CH:40]=[CH:41][C:42]=1[O:43][CH3:44], predict the reaction product. The product is: [C:1]([O:5][C:6](=[O:27])[NH:7][CH:8]([CH2:19][C:20]1[CH:25]=[CH:24][CH:23]=[CH:22][C:21]=1[F:26])[CH2:9][C:10]([N:12]1[CH2:16][CH2:15][CH2:14][CH:13]1[CH2:17][NH:18][S:45]([C:39]1[CH:40]=[CH:41][C:42]([O:43][CH3:44])=[C:37]([O:36][CH3:35])[CH:38]=1)(=[O:47])=[O:46])=[O:11])([CH3:4])([CH3:2])[CH3:3].